Dataset: Full USPTO retrosynthesis dataset with 1.9M reactions from patents (1976-2016). Task: Predict the reactants needed to synthesize the given product. (1) The reactants are: [BH4-].[Na+].[CH2:3]([C@:10]12[C:23]3[C:18](=[CH:19][C:20]([C:24]([O:26][CH3:27])=[O:25])=[CH:21][CH:22]=3)[C:17](=[O:28])[CH2:16][C@H:15]1[CH2:14][C:13]1([O:32][CH2:31][CH2:30][O:29]1)[CH2:12][CH2:11]2)[C:4]1[CH:9]=[CH:8][CH:7]=[CH:6][CH:5]=1. Given the product [CH2:3]([C@:10]12[C:23]3[C:18](=[CH:19][C:20]([C:24]([O:26][CH3:27])=[O:25])=[CH:21][CH:22]=3)[CH:17]([OH:28])[CH2:16][C@H:15]1[CH2:14][C:13]1([O:29][CH2:30][CH2:31][O:32]1)[CH2:12][CH2:11]2)[C:4]1[CH:5]=[CH:6][CH:7]=[CH:8][CH:9]=1, predict the reactants needed to synthesize it. (2) Given the product [CH2:13]([O:15][CH:16]([N:4]1[CH:5]=[CH:6][C:2]([CH3:1])=[C:3]1[C:7]([O:9][CH3:10])=[O:8])[CH:17]([N+:23]([O-:25])=[O:24])[C:18]([O:20][CH2:21][CH3:22])=[O:19])[CH3:14], predict the reactants needed to synthesize it. The reactants are: [CH3:1][C:2]1[CH:6]=[CH:5][NH:4][C:3]=1[C:7]([O:9][CH3:10])=[O:8].[H-].[Na+].[CH2:13]([O:15]/[CH:16]=[C:17](\[N+:23]([O-:25])=[O:24])/[C:18]([O:20][CH2:21][CH3:22])=[O:19])[CH3:14].